Dataset: Full USPTO retrosynthesis dataset with 1.9M reactions from patents (1976-2016). Task: Predict the reactants needed to synthesize the given product. (1) Given the product [C:20]([O:24][C:25](=[O:26])[N:9]([C:5]1[CH:4]=[CH:3][C:2]([Br:1])=[C:7]([F:8])[N:6]=1)[CH2:10][C:11]1[CH:12]=[N:13][C:14]([O:18][CH3:19])=[C:15]([F:17])[CH:16]=1)([CH3:23])([CH3:22])[CH3:21], predict the reactants needed to synthesize it. The reactants are: [Br:1][C:2]1[CH:3]=[CH:4][C:5]([NH:9][CH2:10][C:11]2[CH:12]=[N:13][C:14]([O:18][CH3:19])=[C:15]([F:17])[CH:16]=2)=[N:6][C:7]=1[F:8].[C:20]([O:24][C:25](O[C:25]([O:24][C:20]([CH3:23])([CH3:22])[CH3:21])=[O:26])=[O:26])([CH3:23])([CH3:22])[CH3:21]. (2) The reactants are: [Cl:1][C:2]1[C:6]([Cl:7])=[C:5]([CH3:8])[NH:4][C:3]=1[C:9]([OH:11])=O.C(N(C(C)C)CC)(C)C.CN(C(ON1N=NC2C=CC=NC1=2)=[N+](C)C)C.F[P-](F)(F)(F)(F)F.[NH2:45][CH:46]1[CH2:49][N:48]([C:50]2[CH:51]=[C:52]([CH:57]=[CH:58][CH:59]=2)[C:53]([O:55][CH3:56])=[O:54])[C:47]1=[O:60]. Given the product [Cl:1][C:2]1[C:6]([Cl:7])=[C:5]([CH3:8])[NH:4][C:3]=1[C:9]([NH:45][CH:46]1[CH2:49][N:48]([C:50]2[CH:51]=[C:52]([CH:57]=[CH:58][CH:59]=2)[C:53]([O:55][CH3:56])=[O:54])[C:47]1=[O:60])=[O:11], predict the reactants needed to synthesize it. (3) The reactants are: I[C:2]1[N:3]=[CH:4][N:5]([CH3:12])[C:6]=1[C:7]([O:9][CH2:10][CH3:11])=[O:8].[Br:13][C:14]1[CH:19]=[CH:18][C:17](B(O)O)=[CH:16][CH:15]=1.C([O-])([O-])=O.[K+].[K+].COCCOC. Given the product [Br:13][C:14]1[CH:19]=[CH:18][C:17]([C:2]2[N:3]=[CH:4][N:5]([CH3:12])[C:6]=2[C:7]([O:9][CH2:10][CH3:11])=[O:8])=[CH:16][CH:15]=1, predict the reactants needed to synthesize it. (4) Given the product [CH3:2][O:3][C:4](=[O:8])[C@H:5]([NH:7][CH2:14][C:13]1[CH:16]=[CH:17][C:10]([F:9])=[CH:11][CH:12]=1)[CH3:6], predict the reactants needed to synthesize it. The reactants are: Cl.[CH3:2][O:3][C:4](=[O:8])[C@H:5]([NH2:7])[CH3:6].[F:9][C:10]1[CH:17]=[CH:16][C:13]([CH:14]=O)=[CH:12][CH:11]=1.C(N(CC)CC)C.C(O[BH3-])(=O)C.[Na+].[OH-].[Na+]. (5) Given the product [O:1]1[CH2:6][CH2:5][CH2:4][O:3][CH:2]1[CH2:7][CH2:8][N:9]1[CH2:10][CH2:11][CH:12]([NH:15][CH2:30][C:31]2[CH:36]=[CH:35][C:34]([F:37])=[CH:33][CH:32]=2)[CH2:13][CH2:14]1, predict the reactants needed to synthesize it. The reactants are: [O:1]1[CH2:6][CH2:5][CH2:4][O:3][CH:2]1[CH2:7][CH2:8][N:9]1[CH2:14][CH2:13][CH:12]([N:15]([CH2:30][C:31]2[CH:36]=[CH:35][C:34]([F:37])=[CH:33][CH:32]=2)C(=O)CC2C=CC(OC(F)(F)F)=CC=2)[CH2:11][CH2:10]1.C(O)[C@@H](O)C. (6) The reactants are: S(Cl)([Cl:3])=O.Cl.[NH2:6][C@H:7]([CH2:11][C:12]1[CH:17]=[CH:16][C:15]([OH:18])=[CH:14][CH:13]=1)[C:8]([OH:10])=[O:9].[CH3:19]O. Given the product [ClH:3].[CH3:19][O:9][C:8](=[O:10])[C@H:7]([NH2:6])[CH2:11][C:12]1[CH:13]=[CH:14][C:15]([OH:18])=[CH:16][CH:17]=1, predict the reactants needed to synthesize it.